Task: Predict the reactants needed to synthesize the given product.. Dataset: Full USPTO retrosynthesis dataset with 1.9M reactions from patents (1976-2016) (1) Given the product [C:48]([C:52]1[CH:53]=[C:54]([NH:62][C:39]([NH:38][C:31]2[C:32]3[C:37](=[CH:36][CH:35]=[CH:34][CH:33]=3)[C:28]([O:27][C:25]3[CH:24]=[CH:23][N:22]=[C:21]([NH:20][C:5]4[CH:6]=[C:7]([O:9][CH2:10][CH2:11][O:12][CH2:13][CH2:14][O:15][CH2:16][CH2:17][O:18][CH3:19])[CH:8]=[C:3]([O:2][CH3:1])[CH:4]=4)[N:26]=3)=[CH:29][CH:30]=2)=[O:40])[C:55]2[O:59][C:58]([CH3:60])=[N:57][C:56]=2[CH:61]=1)([CH3:51])([CH3:49])[CH3:50], predict the reactants needed to synthesize it. The reactants are: [CH3:1][O:2][C:3]1[CH:4]=[C:5]([NH:20][C:21]2[N:26]=[C:25]([O:27][C:28]3[C:37]4[C:32](=[CH:33][CH:34]=[CH:35][CH:36]=4)[C:31]([NH:38][C:39](=O)[O:40]C4C=CC=CC=4)=[CH:30][CH:29]=3)[CH:24]=[CH:23][N:22]=2)[CH:6]=[C:7]([O:9][CH2:10][CH2:11][O:12][CH2:13][CH2:14][O:15][CH2:16][CH2:17][O:18][CH3:19])[CH:8]=1.[C:48]([C:52]1[CH:53]=[C:54]([NH2:62])[C:55]2[O:59][C:58]([CH3:60])=[N:57][C:56]=2[CH:61]=1)([CH3:51])([CH3:50])[CH3:49]. (2) Given the product [Cl:17][C:14]1[CH:15]=[C:16]2[NH:8][C:9](=[O:24])[C:10]3([CH:18]([CH2:19][C:20]([CH3:22])([CH3:23])[CH3:21])[CH2:34][NH:33][CH:32]3[C:28]3[CH:29]=[CH:30][CH:31]=[C:26]([Cl:25])[CH:27]=3)[C:11]2=[CH:12][CH:13]=1, predict the reactants needed to synthesize it. The reactants are: C(OC([N:8]1[C:16]2[C:11](=[CH:12][CH:13]=[C:14]([Cl:17])[CH:15]=2)/[C:10](=[CH:18]/[CH2:19][C:20]([CH3:23])([CH3:22])[CH3:21])/[C:9]1=[O:24])=O)(C)(C)C.[Cl:25][C:26]1[CH:27]=[C:28](/[CH:32]=[N:33]/[CH2:34][Si](C)(C)C)[CH:29]=[CH:30][CH:31]=1.C(O)(=O)C.O.